From a dataset of NCI-60 drug combinations with 297,098 pairs across 59 cell lines. Regression. Given two drug SMILES strings and cell line genomic features, predict the synergy score measuring deviation from expected non-interaction effect. (1) Drug 2: CC1=C(N=C(N=C1N)C(CC(=O)N)NCC(C(=O)N)N)C(=O)NC(C(C2=CN=CN2)OC3C(C(C(C(O3)CO)O)O)OC4C(C(C(C(O4)CO)O)OC(=O)N)O)C(=O)NC(C)C(C(C)C(=O)NC(C(C)O)C(=O)NCCC5=NC(=CS5)C6=NC(=CS6)C(=O)NCCC[S+](C)C)O. Synergy scores: CSS=1.36, Synergy_ZIP=7.77, Synergy_Bliss=19.4, Synergy_Loewe=2.22, Synergy_HSA=4.53. Drug 1: C1=CN(C=N1)CC(O)(P(=O)(O)O)P(=O)(O)O. Cell line: RPMI-8226. (2) Drug 1: CCCS(=O)(=O)NC1=C(C(=C(C=C1)F)C(=O)C2=CNC3=C2C=C(C=N3)C4=CC=C(C=C4)Cl)F. Drug 2: CC1C(C(=O)NC(C(=O)N2CCCC2C(=O)N(CC(=O)N(C(C(=O)O1)C(C)C)C)C)C(C)C)NC(=O)C3=C4C(=C(C=C3)C)OC5=C(C(=O)C(=C(C5=N4)C(=O)NC6C(OC(=O)C(N(C(=O)CN(C(=O)C7CCCN7C(=O)C(NC6=O)C(C)C)C)C)C(C)C)C)N)C. Cell line: PC-3. Synergy scores: CSS=19.3, Synergy_ZIP=19.6, Synergy_Bliss=21.6, Synergy_Loewe=21.5, Synergy_HSA=20.0. (3) Drug 1: C1=NC2=C(N1)C(=S)N=C(N2)N. Cell line: RPMI-8226. Synergy scores: CSS=30.4, Synergy_ZIP=-0.0942, Synergy_Bliss=-3.05, Synergy_Loewe=-13.7, Synergy_HSA=-5.53. Drug 2: CC(C)CN1C=NC2=C1C3=CC=CC=C3N=C2N. (4) Drug 1: C1=CN(C=N1)CC(O)(P(=O)(O)O)P(=O)(O)O. Drug 2: CC1C(C(CC(O1)OC2CC(CC3=C2C(=C4C(=C3O)C(=O)C5=C(C4=O)C(=CC=C5)OC)O)(C(=O)CO)O)N)O.Cl. Cell line: SK-MEL-28. Synergy scores: CSS=25.2, Synergy_ZIP=-2.92, Synergy_Bliss=-1.96, Synergy_Loewe=-11.0, Synergy_HSA=-2.10. (5) Drug 1: CC1=CC2C(CCC3(C2CCC3(C(=O)C)OC(=O)C)C)C4(C1=CC(=O)CC4)C. Drug 2: C(CC(=O)O)C(=O)CN.Cl. Cell line: K-562. Synergy scores: CSS=-2.54, Synergy_ZIP=-1.32, Synergy_Bliss=-5.44, Synergy_Loewe=-6.10, Synergy_HSA=-6.12. (6) Drug 1: CC1=CC=C(C=C1)C2=CC(=NN2C3=CC=C(C=C3)S(=O)(=O)N)C(F)(F)F. Drug 2: COC1=C2C(=CC3=C1OC=C3)C=CC(=O)O2. Cell line: SK-MEL-5. Synergy scores: CSS=-2.30, Synergy_ZIP=-1.17, Synergy_Bliss=-3.91, Synergy_Loewe=-0.628, Synergy_HSA=-3.28. (7) Drug 1: CC1=C(C(=CC=C1)Cl)NC(=O)C2=CN=C(S2)NC3=CC(=NC(=N3)C)N4CCN(CC4)CCO. Drug 2: CC1C(C(CC(O1)OC2CC(OC(C2O)C)OC3=CC4=CC5=C(C(=O)C(C(C5)C(C(=O)C(C(C)O)O)OC)OC6CC(C(C(O6)C)O)OC7CC(C(C(O7)C)O)OC8CC(C(C(O8)C)O)(C)O)C(=C4C(=C3C)O)O)O)O. Cell line: RXF 393. Synergy scores: CSS=68.1, Synergy_ZIP=-4.06, Synergy_Bliss=3.00, Synergy_Loewe=-1.17, Synergy_HSA=1.96. (8) Drug 1: COC1=C2C(=CC3=C1OC=C3)C=CC(=O)O2. Drug 2: C1CNP(=O)(OC1)N(CCCl)CCCl. Cell line: RXF 393. Synergy scores: CSS=-4.18, Synergy_ZIP=-1.43, Synergy_Bliss=-7.10, Synergy_Loewe=-9.45, Synergy_HSA=-7.87.